Dataset: Forward reaction prediction with 1.9M reactions from USPTO patents (1976-2016). Task: Predict the product of the given reaction. (1) Given the reactants [F:1][C:2]([F:16])([F:15])C1C=CC2C(O)=NC(O)=NC=2N=1.O=P(Cl)(Cl)Cl.[Cl:22][C:23]1[N:24]=[C:25]([Cl:34])[C:26]2[CH:32]=[C:31](F)[CH:30]=[N:29][C:27]=2[N:28]=1, predict the reaction product. The product is: [Cl:22][C:23]1[N:24]=[C:25]([Cl:34])[C:26]2[CH:32]=[CH:31][C:30]([C:2]([F:16])([F:15])[F:1])=[N:29][C:27]=2[N:28]=1. (2) Given the reactants Br[C:2]1[C:10]2[N:9]3[CH2:11][CH2:12][NH:13][C:14](=[O:15])[C:8]3=[CH:7][C:6]=2[CH:5]=[C:4]([CH3:16])[CH:3]=1.[Cl:17][C:18]1[CH:23]=[CH:22][C:21](B(O)O)=[CH:20][CH:19]=1, predict the reaction product. The product is: [Cl:17][C:18]1[CH:23]=[CH:22][C:21]([C:2]2[C:10]3[N:9]4[CH2:11][CH2:12][NH:13][C:14](=[O:15])[C:8]4=[CH:7][C:6]=3[CH:5]=[C:4]([CH3:16])[CH:3]=2)=[CH:20][CH:19]=1.